From a dataset of Reaction yield outcomes from USPTO patents with 853,638 reactions. Predict the reaction yield, written as a fraction of the theoretical maximum amount of product (1.0 means a 100% yield; for example, 0.34 means a 34% yield). (1) The reactants are C(=O)([O-])[O-].[Cs+].[Cs+].[F:7][C:8]1[CH:13]=[CH:12][C:11]([C:14]2[O:15][C:16]3[CH:27]=[C:26]([N+:28]([O-:30])=[O:29])[C:25](OS(C(F)(F)F)(=O)=O)=[CH:24][C:17]=3[C:18]=2[C:19]([O:21][CH2:22][CH3:23])=[O:20])=[CH:10][CH:9]=1.[C:39]([O:43][C:44]([C:46]1[CH:47]=[C:48](B(O)O)[CH:49]=[CH:50][CH:51]=1)=[O:45])([CH3:42])([CH3:41])[CH3:40].O1CCOCC1. The catalyst is CCOC(C)=O.C1C=CC([P]([Pd]([P](C2C=CC=CC=2)(C2C=CC=CC=2)C2C=CC=CC=2)([P](C2C=CC=CC=2)(C2C=CC=CC=2)C2C=CC=CC=2)[P](C2C=CC=CC=2)(C2C=CC=CC=2)C2C=CC=CC=2)(C2C=CC=CC=2)C2C=CC=CC=2)=CC=1.O. The product is [C:39]([O:43][C:44]([C:46]1[CH:51]=[C:50]([C:25]2[C:26]([N+:28]([O-:30])=[O:29])=[CH:27][C:16]3[O:15][C:14]([C:11]4[CH:10]=[CH:9][C:8]([F:7])=[CH:13][CH:12]=4)=[C:18]([C:19]([O:21][CH2:22][CH3:23])=[O:20])[C:17]=3[CH:24]=2)[CH:49]=[CH:48][CH:47]=1)=[O:45])([CH3:42])([CH3:40])[CH3:41]. The yield is 0.690. (2) The reactants are C(OC([N:8]1[CH2:13][CH2:12][CH2:11][CH:10]([CH2:14][NH:15][C@:16]23[CH2:50][CH2:49][C@@H:48]([C:51]([CH3:53])=[CH2:52])[C@@H:17]2[C@@H:18]2[C@@:31]([CH3:34])([CH2:32][CH2:33]3)[C@@:30]3([CH3:35])[C@@H:21]([C@:22]4([CH3:47])[C@@H:27]([CH2:28][CH2:29]3)[C:26]([CH3:37])([CH3:36])[C:25]([C:38]3[CH:46]=[CH:45][C:41]([C:42]([OH:44])=[O:43])=[CH:40][CH:39]=3)=[CH:24][CH2:23]4)[CH2:20][CH2:19]2)[CH2:9]1)=O)(C)(C)C.C(O)(C(F)(F)F)=O. The catalyst is ClCCl. The product is [CH3:34][C@:31]12[C@@:30]3([CH3:35])[C@@H:21]([C@:22]4([CH3:47])[C@@H:27]([CH2:28][CH2:29]3)[C:26]([CH3:36])([CH3:37])[C:25]([C:38]3[CH:46]=[CH:45][C:41]([C:42]([OH:44])=[O:43])=[CH:40][CH:39]=3)=[CH:24][CH2:23]4)[CH2:20][CH2:19][C@@H:18]1[C@H:17]1[C@H:48]([C:51]([CH3:53])=[CH2:52])[CH2:49][CH2:50][C@:16]1([NH:15][CH2:14][CH:10]1[CH2:11][CH2:12][CH2:13][NH:8][CH2:9]1)[CH2:33][CH2:32]2. The yield is 0.810. (3) The reactants are [Cl:1][C:2]1[CH:3]=[C:4](/[C:14](=[CH:23]\[CH:24]2[CH2:30][CH2:29][CH2:28][CH2:27][CH2:26][CH2:25]2)/[C:15]([NH:17][C:18]2[S:19][CH:20]=[CH:21][N:22]=2)=[O:16])[CH:5]=[CH:6][C:7]=1[N:8]1[C:12]([CH3:13])=[N:11][N:10]=[N:9]1.[Br:31]N1C(=O)CCC1=O.C(OOC(=O)C1C=CC=CC=1)(=O)C1C=CC=CC=1. The catalyst is C(Cl)(Cl)(Cl)Cl. The product is [Br:31][C:20]1[S:19][C:18]([NH:17][C:15](=[O:16])/[C:14](/[C:4]2[CH:5]=[CH:6][C:7]([N:8]3[C:12]([CH3:13])=[N:11][N:10]=[N:9]3)=[C:2]([Cl:1])[CH:3]=2)=[CH:23]/[CH:24]2[CH2:30][CH2:29][CH2:28][CH2:27][CH2:26][CH2:25]2)=[N:22][CH:21]=1. The yield is 0.330. (4) The reactants are [CH3:1][O:2][C:3]1[CH:4]=[C:5]([CH:9]=[CH:10][CH:11]=1)[C:6](Cl)=[O:7].[NH2:12][C@@H:13]1[CH2:18][CH2:17][CH2:16][N:15](C(OC(C)(C)C)=O)[CH2:14]1.CCN(C(C)C)C(C)C.C(O)C(N)(CO)CO. The catalyst is ClCCl. The product is [CH3:1][O:2][C:3]1[CH:4]=[C:5]([CH:9]=[CH:10][CH:11]=1)[C:6]([NH:12][C@@H:13]1[CH2:18][CH2:17][CH2:16][NH:15][CH2:14]1)=[O:7]. The yield is 0.555. (5) The reactants are C[O:2][C:3](=[O:36])[C:4]1[CH:9]=[CH:8][C:7]([O:10][CH2:11][CH2:12][C:13]2[N:14]=[C:15]([NH:18][C:19]([NH:21][C:22]3[CH:27]=[CH:26][C:25]([CH3:28])=[CH:24][C:23]=3[C:29]([CH:31]3[CH2:35][CH2:34][CH2:33][CH2:32]3)=[O:30])=[O:20])[S:16][CH:17]=2)=[CH:6][CH:5]=1. The catalyst is [Li+].[OH-]. The product is [CH:31]1([C:29]([C:23]2[CH:24]=[C:25]([CH3:28])[CH:26]=[CH:27][C:22]=2[NH:21][C:19](=[O:20])[NH:18][C:15]2[S:16][CH:17]=[C:13]([CH2:12][CH2:11][O:10][C:7]3[CH:6]=[CH:5][C:4]([C:3]([OH:36])=[O:2])=[CH:9][CH:8]=3)[N:14]=2)=[O:30])[CH2:35][CH2:34][CH2:33][CH2:32]1. The yield is 0.960. (6) The reactants are [C:1]([O:5][C:6]([NH:8][CH2:9][CH2:10][CH2:11][NH2:12])=[O:7])([CH3:4])([CH3:3])[CH3:2].[CH:13]([P:15](=[O:22])([O:19][CH2:20][CH3:21])[O:16][CH2:17][CH3:18])=[CH2:14]. The catalyst is CO. The product is [CH2:17]([O:16][P:15]([CH2:13][CH2:14][NH:12][CH2:11][CH2:10][CH2:9][NH:8][C:6]([O:5][C:1]([CH3:4])([CH3:3])[CH3:2])=[O:7])(=[O:22])[O:19][CH2:20][CH3:21])[CH3:18]. The yield is 0.800. (7) The reactants are Cl[CH2:2][CH2:3][CH2:4][O:5][C:6]1[CH:11]=[CH:10][C:9]([C:12]2[CH:17]=[CH:16][C:15]([C:18]#[N:19])=[CH:14][CH:13]=2)=[CH:8][C:7]=1[F:20].[CH3:21][N:22]([CH3:28])[C@@H:23]1[CH2:27][CH2:26][NH:25][CH2:24]1. No catalyst specified. The product is [CH3:21][N:22]([CH3:28])[C@@H:23]1[CH2:27][CH2:26][N:25]([CH2:2][CH2:3][CH2:4][O:5][C:6]2[CH:11]=[CH:10][C:9]([C:12]3[CH:17]=[CH:16][C:15]([C:18]#[N:19])=[CH:14][CH:13]=3)=[CH:8][C:7]=2[F:20])[CH2:24]1. The yield is 0.600. (8) The reactants are [CH3:1][N:2]1[CH:7]=[C:6](B2OC(C)(C)C(C)(C)O2)[CH:5]=[C:4]([NH:17][C:18]2[CH:30]=[C:21]3[CH2:22][N:23]([CH:26]4[CH2:29][O:28][CH2:27]4)[CH2:24][CH2:25][N:20]3[N:19]=2)[C:3]1=[O:31].Cl[C:33]1[C:38]([CH:39]=[O:40])=[C:37]([N:41]2[CH2:54][CH2:53][N:44]3[C:45]4[CH2:46][CH2:47][CH2:48][CH2:49][C:50]=4[C:51]([F:52])=[C:43]3[C:42]2=[O:55])[N:36]=[CH:35][CH:34]=1.[O-]P([O-])([O-])=O.[K+].[K+].[K+].C([O-])(=O)C.[Na+]. The catalyst is C1C=CC(P(C2C=CC=CC=2)[C-]2C=CC=C2)=CC=1.C1C=CC(P(C2C=CC=CC=2)[C-]2C=CC=C2)=CC=1.Cl[Pd]Cl.[Fe+2].O.C(#N)C. The product is [F:52][C:51]1[C:50]2[CH2:49][CH2:48][CH2:47][CH2:46][C:45]=2[N:44]2[CH2:53][CH2:54][N:41]([C:37]3[N:36]=[CH:35][CH:34]=[C:33]([C:6]4[CH:5]=[C:4]([NH:17][C:18]5[CH:30]=[C:21]6[CH2:22][N:23]([CH:26]7[CH2:29][O:28][CH2:27]7)[CH2:24][CH2:25][N:20]6[N:19]=5)[C:3](=[O:31])[N:2]([CH3:1])[CH:7]=4)[C:38]=3[CH:39]=[O:40])[C:42](=[O:55])[C:43]=12. The yield is 0.600. (9) The reactants are Br[C:2]1[CH:7]=[CH:6][C:5]([O:8][CH2:9][CH:10]2[CH2:15][CH2:14][N:13]([C:16]3[O:20][N:19]=[C:18]([CH:21]([CH3:23])[CH3:22])[N:17]=3)[CH2:12][CH2:11]2)=[CH:4][N:3]=1.[CH3:24][S:25]([C:28]1[CH:33]=[CH:32][C:31](B(O)O)=[CH:30][CH:29]=1)(=[O:27])=[O:26].C([O-])([O-])=O.[Na+].[Na+]. The catalyst is C1C=CC([P]([Pd]([P](C2C=CC=CC=2)(C2C=CC=CC=2)C2C=CC=CC=2)([P](C2C=CC=CC=2)(C2C=CC=CC=2)C2C=CC=CC=2)[P](C2C=CC=CC=2)(C2C=CC=CC=2)C2C=CC=CC=2)(C2C=CC=CC=2)C2C=CC=CC=2)=CC=1.COCCOC. The product is [CH3:22][CH:21]([C:18]1[N:17]=[C:16]([N:13]2[CH2:14][CH2:15][CH:10]([CH2:9][O:8][C:5]3[CH:6]=[CH:7][C:2]([C:31]4[CH:32]=[CH:33][C:28]([S:25]([CH3:24])(=[O:27])=[O:26])=[CH:29][CH:30]=4)=[N:3][CH:4]=3)[CH2:11][CH2:12]2)[O:20][N:19]=1)[CH3:23]. The yield is 0.210. (10) The reactants are Br[C:2]1[CH:7]=[CH:6][C:5]([F:8])=[CH:4][N:3]=1.C[Sn](C)C.C[Sn](C)C.Cl[C:18]1[N:23]=[C:22]([NH:24][C:25]([CH:27]2[CH2:29][CH2:28]2)=[O:26])[CH:21]=[N:20][C:19]=1[C:30]1[CH:35]=[CH:34][N:33]=[CH:32][C:31]=1[F:36]. The catalyst is C1C=CC([P]([Pd]([P](C2C=CC=CC=2)(C2C=CC=CC=2)C2C=CC=CC=2)([P](C2C=CC=CC=2)(C2C=CC=CC=2)C2C=CC=CC=2)[P](C2C=CC=CC=2)(C2C=CC=CC=2)C2C=CC=CC=2)(C2C=CC=CC=2)C2C=CC=CC=2)=CC=1.C1(C)C=CC=CC=1. The product is [F:36][C:31]1[CH:32]=[N:33][CH:34]=[CH:35][C:30]=1[C:19]1[N:20]=[CH:21][C:22]([NH:24][C:25]([CH:27]2[CH2:29][CH2:28]2)=[O:26])=[N:23][C:18]=1[C:2]1[CH:7]=[CH:6][C:5]([F:8])=[CH:4][N:3]=1. The yield is 0.150.